From a dataset of Catalyst prediction with 721,799 reactions and 888 catalyst types from USPTO. Predict which catalyst facilitates the given reaction. (1) Reactant: [NH:1]([C:3]([C:5]1[CH:10]=[CH:9][N:8]2[C:11]([C:14]3[CH:15]=[C:16]([NH:20][C:21]([NH:23][CH2:24][C:25]([F:28])([F:27])[F:26])=[O:22])[CH:17]=[CH:18][CH:19]=3)=[CH:12][N:13]=[C:7]2[CH:6]=1)=[O:4])[NH2:2].[OH-].[K+].[C:31](=S)=[S:32]. Product: [S:32]=[C:31]1[O:4][C:3]([C:5]2[CH:10]=[CH:9][N:8]3[C:11]([C:14]4[CH:15]=[C:16]([NH:20][C:21]([NH:23][CH2:24][C:25]([F:28])([F:27])[F:26])=[O:22])[CH:17]=[CH:18][CH:19]=4)=[CH:12][N:13]=[C:7]3[CH:6]=2)=[N:1][NH:2]1. The catalyst class is: 14. (2) Reactant: O[CH2:2][C:3]1[CH:8]=[CH:7][C:6]([O:9][S:10]([C:13]2[CH:18]=[CH:17][C:16]([CH3:19])=[CH:15][CH:14]=2)(=[O:12])=[O:11])=[C:5]([O:20][S:21]([C:24]2[CH:29]=[CH:28][C:27]([CH3:30])=[CH:26][CH:25]=2)(=[O:23])=[O:22])[CH:4]=1.S(Cl)([Cl:33])=O. Product: [Cl:33][CH2:2][C:3]1[CH:8]=[CH:7][C:6]([O:9][S:10]([C:13]2[CH:18]=[CH:17][C:16]([CH3:19])=[CH:15][CH:14]=2)(=[O:12])=[O:11])=[C:5]([O:20][S:21]([C:24]2[CH:29]=[CH:28][C:27]([CH3:30])=[CH:26][CH:25]=2)(=[O:23])=[O:22])[CH:4]=1. The catalyst class is: 91.